From a dataset of Catalyst prediction with 721,799 reactions and 888 catalyst types from USPTO. Predict which catalyst facilitates the given reaction. (1) Reactant: C[O:2][C:3](=[O:32])[C@H:4]([NH:12][C:13]([O:15][CH2:16][C:17]1[CH:18]=[CH:19][C:20]2[O:24][C:23]([C:25]3[CH:30]=[CH:29][CH:28]=[CH:27][CH:26]=3)=[N:22][C:21]=2[CH:31]=1)=[O:14])[CH2:5][C:6]1[CH:11]=[CH:10][CH:9]=[CH:8][CH:7]=1.O.[OH-].[Li+].Cl. Product: [C:25]1([C:23]2[O:24][C:20]3[CH:19]=[CH:18][C:17]([CH2:16][O:15][C:13]([NH:12][C@H:4]([CH2:5][C:6]4[CH:7]=[CH:8][CH:9]=[CH:10][CH:11]=4)[C:3]([OH:32])=[O:2])=[O:14])=[CH:31][C:21]=3[N:22]=2)[CH:26]=[CH:27][CH:28]=[CH:29][CH:30]=1. The catalyst class is: 38. (2) Reactant: [C:1]([O:5][C:6]([N:8]1[CH2:12][C@H:11]([F:13])[C@@H:10]([O:14][CH3:15])[C@H:9]1[C:16]([OH:18])=O)=[O:7])([CH3:4])([CH3:3])[CH3:2].[Cl:19][C:20]1[C:21]([F:28])=[C:22]([CH:25]=[CH:26][CH:27]=1)[CH2:23][NH2:24].CN(C(ON1N=NC2C=CC=CC1=2)=[N+](C)C)C.F[P-](F)(F)(F)(F)F.CCN(C(C)C)C(C)C. Product: [C:1]([O:5][C:6]([N:8]1[CH2:12][C@H:11]([F:13])[C@@H:10]([O:14][CH3:15])[C@H:9]1[C:16](=[O:18])[NH:24][CH2:23][C:22]1[CH:25]=[CH:26][CH:27]=[C:20]([Cl:19])[C:21]=1[F:28])=[O:7])([CH3:2])([CH3:3])[CH3:4]. The catalyst class is: 18.